This data is from Reaction yield outcomes from USPTO patents with 853,638 reactions. The task is: Predict the reaction yield, written as a fraction of the theoretical maximum amount of product (1.0 means a 100% yield; for example, 0.34 means a 34% yield). (1) The reactants are [C:1]([O:5][C:6]([N:8]1[CH2:11][CH:10]([OH:12])[CH2:9]1)=[O:7])([CH3:4])([CH3:3])[CH3:2].[H-].[Na+].[CH2:15]([O:22][C:23]1[C:28](F)=[CH:27][C:26]([Cl:30])=[CH:25][N:24]=1)[C:16]1[CH:21]=[CH:20][CH:19]=[CH:18][CH:17]=1.O. The catalyst is CN1C(=O)CCC1.CCOC(C)=O. The product is [C:1]([O:5][C:6]([N:8]1[CH2:11][CH:10]([O:12][C:28]2[C:23]([O:22][CH2:15][C:16]3[CH:17]=[CH:18][CH:19]=[CH:20][CH:21]=3)=[N:24][CH:25]=[C:26]([Cl:30])[CH:27]=2)[CH2:9]1)=[O:7])([CH3:4])([CH3:2])[CH3:3]. The yield is 0.510. (2) The reactants are [Br:1][C:2]1[CH:3]=[C:4]([CH:9]=[C:10]([C:12](=O)[NH2:13])[CH:11]=1)[C:5]([O:7][CH3:8])=[O:6]. The catalyst is O=P(Cl)(Cl)Cl. The product is [Br:1][C:2]1[CH:3]=[C:4]([CH:9]=[C:10]([C:12]#[N:13])[CH:11]=1)[C:5]([O:7][CH3:8])=[O:6]. The yield is 0.960. (3) The yield is 0.800. The reactants are [N-:1]=[N+:2]=[N-:3].[Na+].[Br:5][C:6]1[CH:23]=[N:22][C:9]2=[N:10][C:11]([N:15]3[CH2:20][CH2:19][N:18]([CH3:21])[CH2:17][CH2:16]3)=[C:12](Cl)[N:13]=[C:8]2[CH:7]=1. The product is [Br:5][C:6]1[CH:23]=[N:22][C:9]2[N:10]=[C:11]([N:15]3[CH2:20][CH2:19][N:18]([CH3:21])[CH2:17][CH2:16]3)[C:12]3[N:1]([N:2]=[N:3][N:13]=3)[C:8]=2[CH:7]=1. The catalyst is CCO. (4) The reactants are [NH2:1][C:2]([CH3:6])([CH3:5])[CH2:3][OH:4].[H-].[Na+].[CH:9]([N:12]1[C:16]([C:17]2[N:18]=[C:19]3[C:25]4[CH:26]=[CH:27][C:28]([C:30](OC)=O)=[CH:29][C:24]=4[O:23][CH2:22][CH2:21][N:20]3[CH:34]=2)=[N:15][CH:14]=[N:13]1)([CH3:11])[CH3:10].C(Cl)Cl.S(Cl)(Cl)=O. The catalyst is O1CCCC1.C1COCC1.CN(C=O)C. The product is [CH3:5][C:2]1([CH3:6])[CH2:3][O:4][C:30]([C:28]2[CH:27]=[CH:26][C:25]3[C:19]4[N:20]([CH:34]=[C:17]([C:16]5[N:12]([CH:9]([CH3:11])[CH3:10])[N:13]=[CH:14][N:15]=5)[N:18]=4)[CH2:21][CH2:22][O:23][C:24]=3[CH:29]=2)=[N:1]1. The yield is 0.480. (5) The reactants are C([N:8]1[CH2:13][CH2:12][O:11][C@@H:10]([CH3:14])[C@@H:9]1[C:15]([O:17][CH2:18][CH3:19])=[O:16])C1C=CC=CC=1. The catalyst is [OH-].[OH-].[Pd+2].C(O)C. The product is [CH3:14][C@@H:10]1[O:11][CH2:12][CH2:13][NH:8][C@H:9]1[C:15]([O:17][CH2:18][CH3:19])=[O:16]. The yield is 0.910. (6) The catalyst is C(Cl)Cl.O.CO. The product is [Cl:1][C:2]1[C:3]2[C:10]([C:11]#[C:12][C:13]([CH3:16])([O:15][Si:28]([CH3:30])([CH3:29])[CH3:27])[CH3:14])=[CH:9][NH:8][C:4]=2[N:5]=[CH:6][N:7]=1. The yield is 0.700. The reactants are [Cl:1][C:2]1[C:3]2[C:10]([C:11]#[C:12][C:13]([CH3:16])([OH:15])[CH3:14])=[CH:9][NH:8][C:4]=2[N:5]=[CH:6][N:7]=1.N1C=CN=C1.C(OCC)C.[CH3:27][Si:28](Cl)([CH3:30])[CH3:29]. (7) The reactants are [F:1][C:2]1[CH:24]=[CH:23][C:5]([O:6][C:7]2[CH:8]=[C:9]3[C:13](=[CH:14][C:15]=2[C:16]([NH2:18])=[O:17])[N:12]([CH2:19][CH:20]([CH3:22])[CH3:21])[N:11]=[CH:10]3)=[CH:4][CH:3]=1.C(N1C=CN=C1)(N1C=CN=C1)=O.N1[CH2:42][CH2:41][O:40][CH2:39][CH2:38]1. The catalyst is C1COCC1. The product is [F:1][C:2]1[CH:24]=[CH:23][C:5]([O:6][C:7]2[CH:8]=[C:9]3[C:13](=[CH:14][C:15]=2[C:16]([N:18]2[CH2:42][CH2:41][O:40][CH2:39][CH2:38]2)=[O:17])[N:12]([CH2:19][CH:20]([CH3:22])[CH3:21])[N:11]=[CH:10]3)=[CH:4][CH:3]=1. The yield is 0.930.